From a dataset of Full USPTO retrosynthesis dataset with 1.9M reactions from patents (1976-2016). Predict the reactants needed to synthesize the given product. Given the product [CH3:63][O:64][C:65](=[O:130])[C@@H:66]([NH:82][C:83]([CH:85]1[CH2:98][C:97]2[CH:96]=[C:95]3[C:90]([O:91][C@@H:92]([C:101]4[CH:102]=[CH:103][C:104]([O:107][CH2:108][C:109]5[CH:114]=[CH:113][C:112]([Cl:115])=[C:111]([Cl:116])[CH:110]=5)=[CH:105][CH:106]=4)[C:93](=[O:100])[N:94]3[CH3:99])=[CH:89][C:88]=2[CH2:87][N:86]1[S:117]([C:120]1[S:124][C:123]([NH2:125])=[N:122][C:121]=1[CH3:129])(=[O:119])=[O:118])=[O:84])[CH2:67][C:68]1[CH:69]=[CH:70][C:71]([C:74]2[CH:75]=[CH:76][C:77]([C:80]#[N:81])=[CH:78][CH:79]=2)=[CH:72][CH:73]=1, predict the reactants needed to synthesize it. The reactants are: C(OC(N1C(C(=O)N[C@H](C(OC)=O)CC2C=CC(C3C=CC(C#N)=CC=3)=CC=2)CC2C=C3C(O[C@@H](C4C=CC(OCC5C=CC(Cl)=C(Cl)C=5)=CC=4)C(=O)N3C)=CC=2C1)=O)(C)(C)C.[CH3:63][O:64][C:65](=[O:130])[C@@H:66]([NH:82][C:83]([CH:85]1[CH2:98][C:97]2[CH:96]=[C:95]3[C:90]([O:91][C@@H:92]([C:101]4[CH:106]=[CH:105][C:104]([O:107][CH2:108][C:109]5[CH:114]=[CH:113][C:112]([Cl:115])=[C:111]([Cl:116])[CH:110]=5)=[CH:103][CH:102]=4)[C:93](=[O:100])[N:94]3[CH3:99])=[CH:89][C:88]=2[CH2:87][N:86]1[S:117]([C:120]1[S:124][C:123]([NH:125]C(=O)C)=[N:122][C:121]=1[CH3:129])(=[O:119])=[O:118])=[O:84])[CH2:67][C:68]1[CH:73]=[CH:72][C:71]([C:74]2[CH:79]=[CH:78][C:77]([C:80]#[N:81])=[CH:76][CH:75]=2)=[CH:70][CH:69]=1.